From a dataset of Catalyst prediction with 721,799 reactions and 888 catalyst types from USPTO. Predict which catalyst facilitates the given reaction. (1) Reactant: [F:1][C:2]([F:30])([F:29])[C:3]1[CH:8]=[C:7]([C:9]([F:12])([F:11])[F:10])[N:6]=[C:5]([C:13]2[N:14]=[C:15]([CH2:18][N:19]3[CH:23]=[C:22]([C:24]([O:26]CC)=[O:25])[CH:21]=[N:20]3)[S:16][CH:17]=2)[N:4]=1.[OH-].[Na+].Cl. Product: [F:30][C:2]([F:1])([F:29])[C:3]1[CH:8]=[C:7]([C:9]([F:12])([F:11])[F:10])[N:6]=[C:5]([C:13]2[N:14]=[C:15]([CH2:18][N:19]3[CH:23]=[C:22]([C:24]([OH:26])=[O:25])[CH:21]=[N:20]3)[S:16][CH:17]=2)[N:4]=1. The catalyst class is: 823. (2) Reactant: [C:1]([NH:4][C:5]1[CH:27]=[C:26](Br)[CH:25]=[CH:24][C:6]=1[C:7]([N:9]1[CH2:14][CH2:13][CH:12]([N:15]([CH3:23])[C:16](=[O:22])[O:17][C:18]([CH3:21])([CH3:20])[CH3:19])[CH2:11][CH2:10]1)=[O:8])(=[O:3])[CH3:2].CC1(C)C(C)(C)OB([C:37]2[CH:38]=[CH:39][C:40]3[N:41]([C:43]([C:46]4[CH:53]=[CH:52][C:49]([C:50]#[N:51])=[CH:48][CH:47]=4)=[CH:44][N:45]=3)[CH:42]=2)O1.[O-]P([O-])([O-])=O.[K+].[K+].[K+]. Product: [C:1]([NH:4][C:5]1[CH:27]=[C:26]([C:37]2[CH:38]=[CH:39][C:40]3[N:41]([C:43]([C:46]4[CH:53]=[CH:52][C:49]([C:50]#[N:51])=[CH:48][CH:47]=4)=[CH:44][N:45]=3)[CH:42]=2)[CH:25]=[CH:24][C:6]=1[C:7]([N:9]1[CH2:14][CH2:13][CH:12]([N:15]([CH3:23])[C:16](=[O:22])[O:17][C:18]([CH3:21])([CH3:20])[CH3:19])[CH2:11][CH2:10]1)=[O:8])(=[O:3])[CH3:2]. The catalyst class is: 70.